Dataset: Catalyst prediction with 721,799 reactions and 888 catalyst types from USPTO. Task: Predict which catalyst facilitates the given reaction. (1) Reactant: C[O:2][C:3](=[O:33])[C:4]1[CH:9]=[CH:8][C:7]([NH:10][C:11](=[O:32])[CH:12]([C:19]2[CH:24]=[CH:23][C:22]([O:25][C:26]3[CH:31]=[CH:30][CH:29]=[CH:28][CH:27]=3)=[CH:21][CH:20]=2)[CH2:13][CH:14]2[CH2:18][CH2:17][CH2:16][CH2:15]2)=[N:6][CH:5]=1.[OH-].[K+]. Product: [CH:14]1([CH2:13][CH:12]([C:19]2[CH:20]=[CH:21][C:22]([O:25][C:26]3[CH:31]=[CH:30][CH:29]=[CH:28][CH:27]=3)=[CH:23][CH:24]=2)[C:11]([NH:10][C:7]2[CH:8]=[CH:9][C:4]([C:3]([OH:33])=[O:2])=[CH:5][N:6]=2)=[O:32])[CH2:18][CH2:17][CH2:16][CH2:15]1. The catalyst class is: 40. (2) Reactant: Cl.[Cl:2][C:3]1[CH:4]=[C:5]([C:16](=[O:18])[CH3:17])[CH:6]=[C:7]([N:9]2[CH2:14][CH2:13][N:12]([CH3:15])[CH2:11][CH2:10]2)[CH:8]=1.[CH:19]([C:21]1[N:26]=[C:25](/[CH:27]=[CH:28]/[C:29]([O:31][C:32]([CH3:35])([CH3:34])[CH3:33])=[O:30])[CH:24]=[CH:23][CH:22]=1)=O.[OH-].[K+]. Product: [Cl:2][C:3]1[CH:4]=[C:5]([C:16](=[O:18])/[CH:17]=[CH:19]/[C:21]2[N:26]=[C:25](/[CH:27]=[CH:28]/[C:29]([O:31][C:32]([CH3:35])([CH3:34])[CH3:33])=[O:30])[CH:24]=[CH:23][CH:22]=2)[CH:6]=[C:7]([N:9]2[CH2:10][CH2:11][N:12]([CH3:15])[CH2:13][CH2:14]2)[CH:8]=1. The catalyst class is: 1. (3) Reactant: Br[C:2]1[N:7]=[CH:6][C:5]([CH2:8][N:9]2[CH2:14][CH2:13][O:12][CH2:11][CH2:10]2)=[CH:4][CH:3]=1.[Li]CCCC.[CH2:20]([Sn:24]([CH2:30][CH2:31][CH2:32][CH3:33])([CH2:26][CH2:27][CH2:28][CH3:29])Cl)[CH2:21][CH2:22][CH3:23].[NH4+].[Cl-]. Product: [CH2:30]([Sn:24]([CH2:20][CH2:21][CH2:22][CH3:23])([CH2:26][CH2:27][CH2:28][CH3:29])[C:2]1[N:7]=[CH:6][C:5]([CH2:8][N:9]2[CH2:14][CH2:13][O:12][CH2:11][CH2:10]2)=[CH:4][CH:3]=1)[CH2:31][CH2:32][CH3:33]. The catalyst class is: 1.